This data is from Full USPTO retrosynthesis dataset with 1.9M reactions from patents (1976-2016). The task is: Predict the reactants needed to synthesize the given product. The reactants are: C[O:2][C:3]([C:5]1[N:6]([CH2:11][C:12]([C:14]2[CH:19]=[CH:18][C:17]([O:20][CH3:21])=[CH:16][CH:15]=2)=O)[C:7]([Br:10])=[CH:8][CH:9]=1)=O.C([O-])(=O)C.[NH4+:26].O. Given the product [Br:10][C:7]1[N:6]2[CH:11]=[C:12]([C:14]3[CH:19]=[CH:18][C:17]([O:20][CH3:21])=[CH:16][CH:15]=3)[NH:26][C:3](=[O:2])[C:5]2=[CH:9][CH:8]=1, predict the reactants needed to synthesize it.